Dataset: Catalyst prediction with 721,799 reactions and 888 catalyst types from USPTO. Task: Predict which catalyst facilitates the given reaction. (1) Reactant: [C:9](O[C:9]([O:11][C:12]([CH3:15])([CH3:14])[CH3:13])=[O:10])([O:11][C:12]([CH3:15])([CH3:14])[CH3:13])=[O:10].C(N(C(C)C)CC)(C)C.Cl.[NH2:26][C@@H:27]([CH2:32][C:33]1[CH:38]=[CH:37][CH:36]=[CH:35][CH:34]=1)[C:28](=[O:31])[CH2:29][Cl:30]. Product: [C:12]([O:11][C:9]([NH:26][C@@H:27]([CH2:32][C:33]1[CH:38]=[CH:37][CH:36]=[CH:35][CH:34]=1)[C:28](=[O:31])[CH2:29][Cl:30])=[O:10])([CH3:13])([CH3:14])[CH3:15]. The catalyst class is: 11. (2) Reactant: [F:1][C:2]1[CH:3]=[CH:4][C:5]([CH2:8][O:9][C:10]2[CH:15]=[CH:14][N:13]([C:16]3[CH:21]=[CH:20][C:19]4[C:22]5[CH2:28][CH2:27][NH:26][CH2:25][CH2:24][C:23]=5[O:29][C:18]=4[CH:17]=3)[C:12](=[O:30])[CH:11]=2)=[N:6][CH:7]=1.[ClH:31].CCOCC. Product: [ClH:31].[F:1][C:2]1[CH:3]=[CH:4][C:5]([CH2:8][O:9][C:10]2[CH:15]=[CH:14][N:13]([C:16]3[CH:21]=[CH:20][C:19]4[C:22]5[CH2:28][CH2:27][NH:26][CH2:25][CH2:24][C:23]=5[O:29][C:18]=4[CH:17]=3)[C:12](=[O:30])[CH:11]=2)=[N:6][CH:7]=1. The catalyst class is: 5. (3) Reactant: N12CCCN=C1CCCCC2.[Si:12]([O:19][CH2:20][C@H:21]1[O:27][C@H:25]([CH3:26])[CH:24]=[CH:23][C@@H:22]1[OH:28])([C:15]([CH3:18])([CH3:17])[CH3:16])([CH3:14])[CH3:13].[Cl:29][C:30]([Cl:34])([Cl:33])[C:31]#[N:32]. Product: [Si:12]([O:19][CH2:20][C@H:21]1[O:27][C@H:25]([CH3:26])[CH:24]=[CH:23][C@@H:22]1[O:28][C:31](=[NH:32])[C:30]([Cl:34])([Cl:33])[Cl:29])([C:15]([CH3:17])([CH3:18])[CH3:16])([CH3:14])[CH3:13]. The catalyst class is: 4. (4) Reactant: [Cl:1][C:2]1[CH:3]=[C:4]([NH:13][CH:14]([CH3:18])[CH2:15][O:16][CH3:17])[C:5]([CH3:12])=[C:6]([CH:11]=1)[C:7]([O:9]C)=[O:8].[OH-].[Na+]. Product: [Cl:1][C:2]1[CH:3]=[C:4]([NH:13][CH:14]([CH3:18])[CH2:15][O:16][CH3:17])[C:5]([CH3:12])=[C:6]([CH:11]=1)[C:7]([OH:9])=[O:8]. The catalyst class is: 5. (5) Reactant: [C:1]([C:5]1[CH:10]=[CH:9][C:8]([N:11]2[C@H:15]([C:16]3[CH:21]=[CH:20][C:19]([N+:22]([O-])=O)=[CH:18][CH:17]=3)[CH2:14][CH2:13][C@H:12]2[C:25]2[CH:30]=[CH:29][C:28]([N+:31]([O-])=O)=[CH:27][CH:26]=2)=[CH:7][CH:6]=1)([CH3:4])([CH3:3])[CH3:2]. Product: [C:1]([C:5]1[CH:6]=[CH:7][C:8]([N:11]2[C@H:15]([C:16]3[CH:21]=[CH:20][C:19]([NH2:22])=[CH:18][CH:17]=3)[CH2:14][CH2:13][C@H:12]2[C:25]2[CH:30]=[CH:29][C:28]([NH2:31])=[CH:27][CH:26]=2)=[CH:9][CH:10]=1)([CH3:4])([CH3:2])[CH3:3]. The catalyst class is: 194.